From a dataset of Peptide-MHC class I binding affinity with 185,985 pairs from IEDB/IMGT. Regression. Given a peptide amino acid sequence and an MHC pseudo amino acid sequence, predict their binding affinity value. This is MHC class I binding data. (1) The peptide sequence is SAKQLRTRIR. The MHC is HLA-A68:01 with pseudo-sequence HLA-A68:01. The binding affinity (normalized) is 0.0511. (2) The peptide sequence is NIVLIALSV. The MHC is HLA-A02:01 with pseudo-sequence HLA-A02:01. The binding affinity (normalized) is 0.314. (3) The peptide sequence is LPAEVRAAF. The MHC is HLA-B08:02 with pseudo-sequence HLA-B08:02. The binding affinity (normalized) is 0.104. (4) The peptide sequence is RSWAHDSL. The MHC is HLA-B18:01 with pseudo-sequence HLA-B18:01. The binding affinity (normalized) is 0. (5) The peptide sequence is SVMLIGIEI. The MHC is HLA-A24:02 with pseudo-sequence HLA-A24:02. The binding affinity (normalized) is 0.400. (6) The peptide sequence is LSNAGSNNW. The MHC is HLA-B58:01 with pseudo-sequence HLA-B58:01. The binding affinity (normalized) is 0.641. (7) The peptide sequence is AIFQSSMTT. The binding affinity (normalized) is 0.149. The MHC is HLA-A03:01 with pseudo-sequence HLA-A03:01. (8) The peptide sequence is HAPWTQMAM. The MHC is HLA-A69:01 with pseudo-sequence HLA-A69:01. The binding affinity (normalized) is 0.412.